This data is from Reaction yield outcomes from USPTO patents with 853,638 reactions. The task is: Predict the reaction yield, written as a fraction of the theoretical maximum amount of product (1.0 means a 100% yield; for example, 0.34 means a 34% yield). (1) The reactants are [CH:1]#[C:2][CH2:3][NH:4][C@H:5]1[C:9]2[CH:10]=[CH:11][CH:12]=[CH:13][C:8]=2[CH2:7][CH2:6]1.[CH3:14][S:15]([OH:18])(=[O:17])=[O:16]. The catalyst is CC(O)C. The product is [CH3:14][S:15]([OH:18])(=[O:17])=[O:16].[CH:1]#[C:2][CH2:3][NH:4][C@H:5]1[C:9]2[CH:10]=[CH:11][CH:12]=[CH:13][C:8]=2[CH2:7][CH2:6]1. The yield is 0.830. (2) The reactants are [ClH:1].Cl.[CH2:3]([C:7]1[N:8]=[N:9][C:10]([O:26][CH:27]2[CH2:32][CH2:31][NH:30][CH2:29][CH2:28]2)=[CH:11][C:12]=1[C:13]1[CH:18]=[CH:17][C:16]([O:19][CH:20]2[CH2:25][CH2:24][CH2:23][CH2:22][CH2:21]2)=[CH:15][CH:14]=1)[CH2:4][CH2:5][CH3:6].[Cl:33][CH2:34][C:35]([CH3:38])([OH:37])[CH3:36].C(=O)([O-])[O-].[K+].[K+].Cl. The catalyst is CCO.O.CCOC(C)=O.C(Cl)Cl.CCOCC. The product is [ClH:33].[ClH:1].[CH2:3]([C:7]1[N:8]=[N:9][C:10]([O:26][CH:27]2[CH2:32][CH2:31][N:30]([CH2:34][C:35]([CH3:38])([OH:37])[CH3:36])[CH2:29][CH2:28]2)=[CH:11][C:12]=1[C:13]1[CH:14]=[CH:15][C:16]([O:19][CH:20]2[CH2:25][CH2:24][CH2:23][CH2:22][CH2:21]2)=[CH:17][CH:18]=1)[CH2:4][CH2:5][CH3:6]. The yield is 0.770. (3) The reactants are [CH:1]1([NH:6][C:7]2[CH:8]=[CH:9][CH:10]=[C:11]3[C:15]=2[NH:14][C:13]([C:16]2[S:17][CH2:18][C@@H:19]([CH2:21][OH:22])[N:20]=2)=[CH:12]3)[CH2:5][CH2:4][CH2:3][CH2:2]1.[CH3:23][S:24](Cl)(=[O:26])=[O:25].C(N(CC)CC)C.C(=O)(O)[O-].[Na+]. The catalyst is ClCCl. The product is [CH:1]1([NH:6][C:7]2[CH:8]=[CH:9][CH:10]=[C:11]3[C:15]=2[NH:14][C:13]([C:16]2[S:17][CH2:18][C@@H:19]([CH2:21][O:22][S:24]([CH3:23])(=[O:26])=[O:25])[N:20]=2)=[CH:12]3)[CH2:2][CH2:3][CH2:4][CH2:5]1. The yield is 0.600. (4) The catalyst is C(#N)C.CN(C=O)C. The yield is 0.191. The reactants are [Cl:1][C:2]1[C:3]([F:21])=[C:4]([C:14]2[N:19]=[CH:18][N:17]=[C:16]([OH:20])[CH:15]=2)[C:5]([N:8]2[CH:12]=[C:11]([Cl:13])[N:10]=[N:9]2)=[CH:6][CH:7]=1.CN(C(ON1N=NC2C=CC=NC1=2)=[N+](C)C)C.F[P-](F)(F)(F)(F)F.C1CCN2C(=NCCC2)CC1.N[C@@H:58]1[C:74]2[CH:75]=[C:70]([CH:71]=[CH:72][CH:73]=2)[C:69]2[N:68]([CH:76]([F:78])[F:77])[N:67]=[CH:66][C:65]=2[NH:64][C:63](=[O:79])[C@H:62]([CH3:80])[CH2:61][CH2:60][CH2:59]1. The product is [Cl:1][C:2]1[C:3]([F:21])=[C:4]([C:14]2[N:19]=[CH:18][N:17]([C@@H:58]3[C:74]4[CH:75]=[C:70]([CH:71]=[CH:72][CH:73]=4)[C:69]4[N:68]([CH:76]([F:78])[F:77])[N:67]=[CH:66][C:65]=4[NH:64][C:63](=[O:79])[C@H:62]([CH3:80])[CH2:61][CH2:60][CH2:59]3)[C:16](=[O:20])[CH:15]=2)[C:5]([N:8]2[CH:12]=[C:11]([Cl:13])[N:10]=[N:9]2)=[CH:6][CH:7]=1. (5) The reactants are [CH3:1][O:2][C:3]1[CH:8]=[C:7]([C:9]([F:12])([F:11])[F:10])[O:6]C(=O)[CH:4]=1.[CH3:14][O-:15].[Mg+2].[CH3:17][O-:18]. No catalyst specified. The product is [F:10][C:9]([F:11])([F:12])[C:7](=[O:6])[CH2:8][C:3]([O:2][CH3:1])=[CH:4][C:14]([O:18][CH3:17])=[O:15]. The yield is 0.480.